From a dataset of Catalyst prediction with 721,799 reactions and 888 catalyst types from USPTO. Predict which catalyst facilitates the given reaction. (1) Reactant: [Br:1][C:2]1[CH:3]=[N:4][N:5]([C:7]([CH3:14])([CH3:13])[C:8](OCC)=[O:9])[CH:6]=1.[BH4-].[Na+]. Product: [Br:1][C:2]1[CH:3]=[N:4][N:5]([C:7]([CH3:14])([CH3:13])[CH2:8][OH:9])[CH:6]=1. The catalyst class is: 5. (2) The catalyst class is: 70. Product: [F:1][C:2]1[C:7]([C:13]2[CH:14]=[C:15]3[C:19](=[CH:20][CH:21]=2)[CH2:18][C@H:17]([NH:22][S:23]([CH:26]([CH3:28])[CH3:27])(=[O:24])=[O:25])[CH2:16]3)=[CH:6][CH:5]=[C:4]([F:11])[N:3]=1. Reactant: [F:1][C:2]1[C:7](B(O)O)=[CH:6][CH:5]=[C:4]([F:11])[N:3]=1.Br[C:13]1[CH:14]=[C:15]2[C:19](=[CH:20][CH:21]=1)[CH2:18][C@H:17]([NH:22][S:23]([CH:26]([CH3:28])[CH3:27])(=[O:25])=[O:24])[CH2:16]2.C([O-])([O-])=O.[Na+].[Na+]. (3) Reactant: Br[C:2]1[C:15]2[C:6](=[N:7][C:8]3[C:13]([C:14]=2[S:16][C:17]2[CH:22]=[CH:21][CH:20]=[C:19]([O:23][CH3:24])[CH:18]=2)=[CH:12][CH:11]=[CH:10][CH:9]=3)[CH:5]=[CH:4][CH:3]=1.C([SnH](CCCC)CCCC)CCC.CC(N=NC(C#N)(C)C)(C#N)C. Product: [CH3:24][O:23][C:19]1[C:18]2[C:2]3[CH:3]=[CH:4][CH:5]=[C:6]4[N:7]=[C:8]5[C:13]([CH:12]=[CH:11][CH:10]=[CH:9]5)=[C:14]([C:15]=34)[S:16][C:17]=2[CH:22]=[CH:21][CH:20]=1. The catalyst class is: 11. (4) Reactant: [CH3:1][N:2]1[CH2:15][CH2:14][C:13]2[C:12]3[CH:11]=[C:10]([CH3:16])[CH:9]=[CH:8][C:7]=3[NH:6][C:5]=2[CH2:4][CH2:3]1.N1CCC[C@H]1C(O)=O.[O-]P([O-])([O-])=O.[K+].[K+].[K+].Cl[CH2:34][C:35]([NH:37][CH:38]([CH3:40])[CH3:39])=[O:36]. Product: [CH3:1][N:2]1[CH2:15][CH2:14][C:13]2[C:12]3[CH:11]=[C:10]([CH3:16])[CH:9]=[CH:8][C:7]=3[N:6]([CH2:34][C:35]([NH:37][CH:38]([CH3:40])[CH3:39])=[O:36])[C:5]=2[CH2:4][CH2:3]1. The catalyst class is: 471. (5) The catalyst class is: 1. Reactant: [CH2:1]([O:3][C:4]([CH:6]1[CH2:15][CH2:14][C:9]2([O:13]CCO2)[CH2:8][CH2:7]1)=[O:5])[CH3:2].C([N-]C(C)C)(C)C.[Li+].Br[CH2:25][CH2:26][O:27][CH3:28].Cl. Product: [CH2:1]([O:3][C:4]([C:6]1([CH2:25][CH2:26][O:27][CH3:28])[CH2:7][CH2:8][C:9](=[O:13])[CH2:14][CH2:15]1)=[O:5])[CH3:2]. (6) Reactant: [H-].[Na+].C1OCCOCCOCCOCCOCCOC1.Cl[CH:22](Cl)[C:23]([OH:25])=[O:24].[CH:27]1([C:33]([CH:47]2[CH2:52][CH2:51][CH2:50][CH2:49][CH2:48]2)([OH:46])[C:34]2[CH:39]=[CH:38][C:37]([N:40]3[CH:44]=[CH:43][CH:42]=[CH:41]3)=[CH:36][C:35]=2[OH:45])[CH2:32][CH2:31][CH2:30][CH2:29][CH2:28]1. Product: [CH:47]1([C:33]2([CH:27]3[CH2:28][CH2:29][CH2:30][CH2:31][CH2:32]3)[C:34]3[CH:39]=[CH:38][C:37]([N:40]4[CH:44]=[CH:43][CH:42]=[CH:41]4)=[CH:36][C:35]=3[O:45][CH:22]([C:23]([OH:25])=[O:24])[O:46]2)[CH2:52][CH2:51][CH2:50][CH2:49][CH2:48]1. The catalyst class is: 12. (7) Reactant: [CH3:1][C:2]1[NH:3][C:4](=[O:26])[C:5]([CH2:11][C:12]2[CH:17]=[CH:16][C:15]([C:18]3[C:19]([C:24]#[N:25])=[CH:20][CH:21]=[CH:22][CH:23]=3)=[CH:14][CH:13]=2)=[C:6]([CH2:8][CH2:9][CH3:10])[N:7]=1.[F:27][C:28]1[CH:33]=[CH:32][C:31](B(O)O)=[CH:30][CH:29]=1.N1C=CC=CC=1.C(N(CC)CC)C. Product: [F:27][C:28]1[CH:33]=[CH:32][C:31]([N:3]2[C:4](=[O:26])[C:5]([CH2:11][C:12]3[CH:17]=[CH:16][C:15]([C:18]4[C:19]([C:24]#[N:25])=[CH:20][CH:21]=[CH:22][CH:23]=4)=[CH:14][CH:13]=3)=[C:6]([CH2:8][CH2:9][CH3:10])[N:7]=[C:2]2[CH3:1])=[CH:30][CH:29]=1. The catalyst class is: 651. (8) Reactant: F[C:2]1[C:14]2[N:13]([C:15]3[CH:20]=[CH:19][CH:18]=[CH:17][C:16]=3[NH2:21])[C:12]3[C:7](=[CH:8][CH:9]=[CH:10][CH:11]=3)[C:6]=2[CH:5]=[CH:4][CH:3]=1.[H-].[Na+]. Product: [CH:2]1[C:14]2[N:13]3[C:12]4[C:7]([C:6]=2[CH:5]=[CH:4][CH:3]=1)=[CH:8][CH:9]=[CH:10][C:11]=4[NH:21][C:16]1[C:15]3=[CH:20][CH:19]=[CH:18][CH:17]=1. The catalyst class is: 3.